From a dataset of Reaction yield outcomes from USPTO patents with 853,638 reactions. Predict the reaction yield, written as a fraction of the theoretical maximum amount of product (1.0 means a 100% yield; for example, 0.34 means a 34% yield). (1) The reactants are Cl.[NH2:2][C:3]1[C:4]([F:13])=[C:5]([CH:10]=[CH:11][CH:12]=1)[C:6]([O:8][CH3:9])=[O:7].S(=O)(=O)(O)O.[C:19](=O)(O)[O-].[Na+]. The catalyst is C=O. The product is [F:13][C:4]1[C:3]([NH:2][CH3:19])=[CH:12][CH:11]=[CH:10][C:5]=1[C:6]([O:8][CH3:9])=[O:7]. The yield is 0.380. (2) The reactants are [CH3:1][C:2]1[CH:8]=[C:7]([CH3:9])[CH:6]=[CH:5][C:3]=1[NH2:4].[N+:10]([O-])([OH:12])=[O:11].[OH-].[Na+]. The catalyst is S(=O)(=O)(O)O. The product is [CH3:1][C:2]1[CH:8]=[C:7]([CH3:9])[CH:6]=[CH:5][C:3]=1[NH:4][N+:10]([O-:12])=[O:11]. The yield is 0.950. (3) The reactants are [F:1][C:2]1[C:7]([O:8][CH3:9])=[CH:6][C:5]([C:10](=[O:12])[CH3:11])=[C:4]([N+:13]([O-])=O)[CH:3]=1.CO.O.O.[Sn](Cl)Cl. The catalyst is CCOCC. The yield is 0.470. The product is [NH2:13][C:4]1[CH:3]=[C:2]([F:1])[C:7]([O:8][CH3:9])=[CH:6][C:5]=1[C:10](=[O:12])[CH3:11]. (4) The reactants are [Cl-].[Ca+2].[Cl-].[BH4-].[Na+].C[O:7][C:8]([CH2:10][C:11]1[CH:20]=[C:19]([C:21]#[N:22])[C:18]([Cl:23])=[CH:17][C:12]=1[C:13](OC)=[O:14])=O.COC(CC1C(Cl)=C(C#N)C=CC=1C(OC)=O)=O. The catalyst is O.O1CCCC1.C(O)C. The product is [Cl:23][C:18]1[CH:17]=[C:12]([CH2:13][OH:14])[C:11]([CH2:10][CH2:8][OH:7])=[CH:20][C:19]=1[C:21]#[N:22]. The yield is 0.890. (5) The reactants are [Br:1][C:2]1[CH:3]=[C:4]([CH:8]([NH:16][CH3:17])[CH2:9][N:10]2[CH2:15][CH2:14][O:13][CH2:12][CH2:11]2)[CH:5]=[CH:6][CH:7]=1.[Cl:18][C:19]1[C:20]([Cl:33])=[CH:21][C:22]2[O:27][CH2:26][CH2:25][N:24]([CH2:28][C:29]([OH:31])=O)[C:23]=2[CH:32]=1.CN([P+]([O:44]N1N=NC2C=CC=CC1=2)(N(C)C)N(C)C)C.F[P-](F)(F)(F)(F)F.C(N(CC)CC)C. The catalyst is ClCCl.CN(C=O)C. The product is [Br:1][C:2]1[CH:3]=[C:4]([CH:8]([N:16]([CH3:17])[C:29](=[O:31])[CH2:28][N:24]2[C:23]3[CH:32]=[C:19]([Cl:18])[C:20]([Cl:33])=[CH:21][C:22]=3[O:27][CH2:26][C:25]2=[O:44])[CH2:9][N:10]2[CH2:15][CH2:14][O:13][CH2:12][CH2:11]2)[CH:5]=[CH:6][CH:7]=1. The yield is 0.560. (6) The reactants are BrC1C(O)=CC2C(C)(C)CC=C(C)C=2C=1.[Br:16][C:17]1[CH:18]=[C:19]2[C:24](=[CH:25][C:26]=1[O:27]C)[C:23]([CH3:30])([CH3:29])[CH2:22][CH:21]=[C:20]2[C:31]([CH3:34])([CH3:33])[CH3:32]. No catalyst specified. The product is [Br:16][C:17]1[C:26]([OH:27])=[CH:25][C:24]2[C:23]([CH3:30])([CH3:29])[CH2:22][CH:21]=[C:20]([C:31]([CH3:33])([CH3:32])[CH3:34])[C:19]=2[CH:18]=1. The yield is 1.00. (7) The reactants are [Cl:1][C:2]1[CH:3]=[C:4]([S:10]([N:13]=[C:14]([NH:22][CH2:23][CH3:24])[N:15]2[CH2:19][CH:18]([CH2:20][CH3:21])[CH:17]=[N:16]2)(=[O:12])=[O:11])[CH:5]=[CH:6][C:7]=1[O:8]C.B(Br)(Br)Br. The catalyst is C(Cl)Cl. The product is [Cl:1][C:2]1[CH:3]=[C:4]([S:10]([N:13]=[C:14]([NH:22][CH2:23][CH3:24])[N:15]2[CH2:19][CH:18]([CH2:20][CH3:21])[CH:17]=[N:16]2)(=[O:12])=[O:11])[CH:5]=[CH:6][C:7]=1[OH:8]. The yield is 0.840.